Dataset: Peptide-MHC class I binding affinity with 185,985 pairs from IEDB/IMGT. Task: Regression. Given a peptide amino acid sequence and an MHC pseudo amino acid sequence, predict their binding affinity value. This is MHC class I binding data. (1) The MHC is HLA-B15:17 with pseudo-sequence HLA-B15:17. The binding affinity (normalized) is 0.0847. The peptide sequence is REFEAQNVP. (2) The peptide sequence is SPVIVNGAM. The MHC is HLA-B27:05 with pseudo-sequence HLA-B27:05. The binding affinity (normalized) is 0.0847. (3) The peptide sequence is LLRDKDGVY. The MHC is HLA-B57:01 with pseudo-sequence HLA-B57:01. The binding affinity (normalized) is 0.0847. (4) The binding affinity (normalized) is 0. The MHC is HLA-A02:06 with pseudo-sequence HLA-A02:06. The peptide sequence is PACVYGLA. (5) The peptide sequence is STFDLAILL. The MHC is H-2-Kb with pseudo-sequence H-2-Kb. The binding affinity (normalized) is 0.805. (6) The peptide sequence is LLSSTRVPNY. The MHC is HLA-A01:01 with pseudo-sequence HLA-A01:01. The binding affinity (normalized) is 0.286. (7) The peptide sequence is RVRAYTYSK. The MHC is HLA-B51:01 with pseudo-sequence HLA-B51:01. The binding affinity (normalized) is 0. (8) The MHC is HLA-B18:01 with pseudo-sequence HLA-B18:01. The peptide sequence is LDIQKCGEL. The binding affinity (normalized) is 0. (9) The peptide sequence is MPREDAHFI. The MHC is HLA-B51:01 with pseudo-sequence HLA-B51:01. The binding affinity (normalized) is 1.00. (10) The peptide sequence is VKKLWGHLP. The MHC is HLA-B27:05 with pseudo-sequence HLA-B27:05. The binding affinity (normalized) is 0.0847.